Task: Predict the reaction yield, written as a fraction of the theoretical maximum amount of product (1.0 means a 100% yield; for example, 0.34 means a 34% yield).. Dataset: Reaction yield outcomes from USPTO patents with 853,638 reactions The catalyst is C(O)(=O)C. The reactants are [CH2:1]([O:3][C:4]([C:6]1[C:10]([C:11]2[CH:16]=[CH:15][C:14]([Cl:17])=[C:13]([Cl:18])[CH:12]=2)=[CH:9][S:8][C:7]=1[NH2:19])=[O:5])[CH3:2].[C:20]1(=O)[O:25][C:23](=[O:24])[C:22]2=[CH:26][CH:27]=[CH:28][CH:29]=[C:21]12. The product is [CH2:1]([O:3][C:4]([C:6]1[C:10]([C:11]2[CH:16]=[CH:15][C:14]([Cl:17])=[C:13]([Cl:18])[CH:12]=2)=[CH:9][S:8][C:7]=1[N:19]1[C:23](=[O:24])[C:22]2[C:21](=[CH:29][CH:28]=[CH:27][CH:26]=2)[C:20]1=[O:25])=[O:5])[CH3:2]. The yield is 0.740.